Dataset: Catalyst prediction with 721,799 reactions and 888 catalyst types from USPTO. Task: Predict which catalyst facilitates the given reaction. Reactant: [C:1](=[NH:24])([O:3][CH2:4][CH2:5][C:6]1[CH:11]=[CH:10][C:9]([O:12][C:13]2[CH:18]=[C:17]([C:19]([F:22])([F:21])[F:20])[CH:16]=[C:15]([Cl:23])[CH:14]=2)=[CH:8][CH:7]=1)[NH2:2].[CH:25]([CH:27]([CH2:32][C:33]1[CH:34]=[N:35][C:36]([O:39][CH3:40])=[N:37][CH:38]=1)[C:28](OC)=O)=[O:26].C([O-])([O-])=O.[K+].[K+]. Product: [Cl:23][C:15]1[CH:14]=[C:13]([O:12][C:9]2[CH:8]=[CH:7][C:6]([CH2:5][CH2:4][O:3][C:1]3[NH:2][CH:28]=[C:27]([CH2:32][C:33]4[CH:34]=[N:35][C:36]([O:39][CH3:40])=[N:37][CH:38]=4)[C:25](=[O:26])[N:24]=3)=[CH:11][CH:10]=2)[CH:18]=[C:17]([C:19]([F:21])([F:22])[F:20])[CH:16]=1. The catalyst class is: 37.